This data is from Peptide-MHC class I binding affinity with 185,985 pairs from IEDB/IMGT. The task is: Regression. Given a peptide amino acid sequence and an MHC pseudo amino acid sequence, predict their binding affinity value. This is MHC class I binding data. (1) The peptide sequence is WFSQRGGSY. The MHC is HLA-A29:02 with pseudo-sequence HLA-A29:02. The binding affinity (normalized) is 1.00. (2) The peptide sequence is TVLDVGDAY. The MHC is HLA-B40:01 with pseudo-sequence HLA-B40:01. The binding affinity (normalized) is 0.0429. (3) The peptide sequence is GAAVTLNRIK. The MHC is HLA-A11:01 with pseudo-sequence HLA-A11:01. The binding affinity (normalized) is 0.358. (4) The peptide sequence is PASTNRQSGR. The MHC is Patr-A0301 with pseudo-sequence Patr-A0301. The binding affinity (normalized) is 0. (5) The peptide sequence is KTWIILGLNK. The MHC is HLA-B27:05 with pseudo-sequence HLA-B27:05. The binding affinity (normalized) is 0.0287. (6) The peptide sequence is STFAASGPF. The MHC is HLA-A01:01 with pseudo-sequence HLA-A01:01. The binding affinity (normalized) is 0.0847. (7) The MHC is HLA-A68:02 with pseudo-sequence HLA-A68:02. The peptide sequence is LPPNLAAST. The binding affinity (normalized) is 0.0802. (8) The peptide sequence is AGYANAAD. The MHC is H-2-Db with pseudo-sequence H-2-Db. The binding affinity (normalized) is 0.